Task: Predict the reactants needed to synthesize the given product.. Dataset: Full USPTO retrosynthesis dataset with 1.9M reactions from patents (1976-2016) (1) Given the product [Cl:6][CH2:7][C:8]1[C:14]2[C:13](=[C:22]([F:25])[C:23]([OH:24])=[C:17]([F:16])[CH:18]=2)[O:12][C:10](=[O:11])[CH:9]=1, predict the reactants needed to synthesize it. The reactants are: S(=O)(=O)(O)O.[Cl:6][CH2:7][C:8](=O)[CH2:9][C:10]([O:12][CH2:13][CH3:14])=[O:11].[F:16][C:17]1[C:23]([OH:24])=[C:22]([F:25])C=C[C:18]=1O. (2) Given the product [CH:36]1([NH:35][S:32]([C:28]2[CH:29]=[CH:30][CH:31]=[C:26]([NH:25][C:2]3[C:3]4[NH:15][N:14]=[CH:13][C:4]=4[N:5]=[C:6]([C:8]4[S:9][CH:10]=[CH:11][CH:12]=4)[N:7]=3)[CH:27]=2)(=[O:34])=[O:33])[CH2:38][CH2:37]1, predict the reactants needed to synthesize it. The reactants are: Cl[C:2]1[C:3]2[C:4](=[CH:13][N:14](CC3C=CC(OC)=CC=3)[N:15]=2)[N:5]=[C:6]([C:8]2[S:9][CH:10]=[CH:11][CH:12]=2)[N:7]=1.[NH2:25][C:26]1[CH:27]=[C:28]([S:32]([NH:35][CH:36]2[CH2:38][CH2:37]2)(=[O:34])=[O:33])[CH:29]=[CH:30][CH:31]=1.Cl. (3) Given the product [ClH:34].[ClH:36].[C:1]([NH:5][C:6](=[O:35])[C:7]1[CH:12]=[CH:11][CH:10]=[C:9]([O:13][C:14]2[CH:19]=[CH:18][C:17]([NH:20][C:21]3[C:31]4[CH:30]=[C:29]([CH2:32][NH:43][C:40]([CH3:42])([CH3:41])[CH2:39][O:38][CH3:37])[CH2:28][CH2:27][NH:26][C:25]=4[N:24]=[CH:23][N:22]=3)=[CH:16][C:15]=2[Cl:34])[CH:8]=1)([CH3:4])([CH3:2])[CH3:3], predict the reactants needed to synthesize it. The reactants are: [C:1]([NH:5][C:6](=[O:35])[C:7]1[CH:12]=[CH:11][CH:10]=[C:9]([O:13][C:14]2[CH:19]=[CH:18][C:17]([NH:20][C:21]3[C:31]4[CH:30]=[C:29]([CH:32]=O)[CH2:28][CH2:27][NH:26][C:25]=4[N:24]=[CH:23][N:22]=3)=[CH:16][C:15]=2[Cl:34])[CH:8]=1)([CH3:4])([CH3:3])[CH3:2].[ClH:36].[CH3:37][O:38][CH2:39][C:40]([NH2:43])([CH3:42])[CH3:41].C(O[BH-](OC(=O)C)OC(=O)C)(=O)C.[Na+].Cl.C(OCC)(=O)C. (4) Given the product [N+:1]([C:4]1[CH:9]=[CH:8][C:7]([N:10]([CH2:11][CH2:12][C:13]2[CH:18]=[CH:17][CH:16]=[CH:15][N:14]=2)[C:19](=[O:21])[CH3:20])=[CH:6][CH:5]=1)([O-:3])=[O:2], predict the reactants needed to synthesize it. The reactants are: [N+:1]([C:4]1[CH:9]=[CH:8][C:7]([NH:10][CH2:11][CH2:12][C:13]2[CH:18]=[CH:17][CH:16]=[CH:15][N:14]=2)=[CH:6][CH:5]=1)([O-:3])=[O:2].[C:19](OC(=O)C)(=[O:21])[CH3:20]. (5) Given the product [Cl:20][C:18]1[CH:19]=[C:14]([NH:12][C:9]2[CH:8]=[CH:7][C:6]([S:3]([CH2:1][CH3:2])(=[O:4])=[O:5])=[CH:11][N:10]=2)[C:15](=[O:22])[N:16]([CH3:21])[N:17]=1, predict the reactants needed to synthesize it. The reactants are: [CH2:1]([S:3]([C:6]1[CH:7]=[CH:8][C:9]([NH2:12])=[N:10][CH:11]=1)(=[O:5])=[O:4])[CH3:2].Br[C:14]1[C:15](=[O:22])[N:16]([CH3:21])[N:17]=[C:18]([Cl:20])[CH:19]=1.CC1(C)C2C(=C(P(C3C=CC=CC=3)C3C=CC=CC=3)C=CC=2)OC2C(P(C3C=CC=CC=3)C3C=CC=CC=3)=CC=CC1=2.C([O-])([O-])=O.[Cs+].[Cs+].